Dataset: Cav3 T-type calcium channel HTS with 100,875 compounds. Task: Binary Classification. Given a drug SMILES string, predict its activity (active/inactive) in a high-throughput screening assay against a specified biological target. The drug is S(=O)(=O)(N1CCC(CC1)C(=O)NCc1cccnc1)c1cccnc1. The result is 0 (inactive).